This data is from Reaction yield outcomes from USPTO patents with 853,638 reactions. The task is: Predict the reaction yield, written as a fraction of the theoretical maximum amount of product (1.0 means a 100% yield; for example, 0.34 means a 34% yield). (1) The reactants are [OH:1][C:2]1([C:6]2[S:7][C:8]([C:11]3[CH:12]=[C:13]([NH:18][C:19]4[N:24]=[C:23]([O:25][CH:26]5[CH2:29][N:28](C(OC(C)(C)C)=O)[CH2:27]5)[CH:22]=[CH:21][N:20]=4)[CH:14]=[C:15]([CH3:17])[CH:16]=3)=[CH:9][N:10]=2)[CH2:5][CH2:4][CH2:3]1.FC(F)(F)C(O)=O. The catalyst is ClCCl. The product is [NH:28]1[CH2:27][CH:26]([O:25][C:23]2[CH:22]=[CH:21][N:20]=[C:19]([NH:18][C:13]3[CH:12]=[C:11]([C:8]4[S:7][C:6]([C:2]5([OH:1])[CH2:5][CH2:4][CH2:3]5)=[N:10][CH:9]=4)[CH:16]=[C:15]([CH3:17])[CH:14]=3)[N:24]=2)[CH2:29]1. The yield is 0.980. (2) The reactants are [Cl:1][C:2]1[CH:7]=[CH:6][N:5]=[C:4]([CH2:8][C:9]([C:12]2[CH:17]=[CH:16][C:15]([F:18])=[CH:14][CH:13]=2)=[N:10]O)[CH:3]=1.FC(F)(F)C(OC(=O)C(F)(F)F)=O.C(N(CC)CC)C.O. The catalyst is COCCOC.[Fe](Cl)Cl. The product is [Cl:1][C:2]1[CH:7]=[CH:6][N:5]2[N:10]=[C:9]([C:12]3[CH:17]=[CH:16][C:15]([F:18])=[CH:14][CH:13]=3)[CH:8]=[C:4]2[CH:3]=1. The yield is 0.570. (3) The reactants are FC1C=CC(CNC)=CC=1.[CH3:11][O:12][C:13]1[CH:14]=[C:15]([CH:19]=[CH:20][CH:21]=1)[CH2:16][NH:17][CH3:18].[F:22][C:23]1[CH:45]=[CH:44][C:26]([CH2:27][NH:28][C:29]([C:31]2[S:35][C:34]([C:36]3[CH:41]=[N:40][CH:39]=[C:38](I)[N:37]=3)=[N:33][C:32]=2[CH3:43])=[O:30])=[CH:25][CH:24]=1. No catalyst specified. The product is [F:22][C:23]1[CH:45]=[CH:44][C:26]([CH2:27][NH:28][C:29]([C:31]2[S:35][C:34]([C:36]3[CH:41]=[N:40][CH:39]=[C:38]([N:17]([CH2:16][C:15]4[CH:19]=[CH:20][CH:21]=[C:13]([O:12][CH3:11])[CH:14]=4)[CH3:18])[N:37]=3)=[N:33][C:32]=2[CH3:43])=[O:30])=[CH:25][CH:24]=1. The yield is 0.750. (4) The catalyst is CN(C=O)C.[Pd].C1(P(C2C=CC=CC=2)C2C=CC=CC=2)C=CC=CC=1.C1(P(C2C=CC=CC=2)C2C=CC=CC=2)C=CC=CC=1.C1(P(C2C=CC=CC=2)C2C=CC=CC=2)C=CC=CC=1.C1(P(C2C=CC=CC=2)C2C=CC=CC=2)C=CC=CC=1. The reactants are Br[C:2]1[CH:3]=[C:4]2[C:9](=[CH:10][CH:11]=1)[C:8](=[O:12])[NH:7][C:6](=[O:13])/[C:5]/2=[CH:14]\[NH:15][CH2:16][C:17]1[CH:22]=[CH:21][C:20]([O:23][CH2:24][CH2:25][CH3:26])=[C:19]([OH:27])[CH:18]=1.[F:28][C:29]1[CH:34]=[CH:33][C:32](B(O)O)=[CH:31][CH:30]=1.C(=O)([O-])[O-].[Na+].[Na+]. The product is [F:28][C:29]1[CH:34]=[CH:33][C:32]([C:2]2[CH:3]=[C:4]3[C:9](=[CH:10][CH:11]=2)[C:8](=[O:12])[NH:7][C:6](=[O:13])/[C:5]/3=[CH:14]\[NH:15][CH2:16][C:17]2[CH:22]=[CH:21][C:20]([O:23][CH2:24][CH2:25][CH3:26])=[C:19]([OH:27])[CH:18]=2)=[CH:31][CH:30]=1. The yield is 0.355. (5) The reactants are [N+:1]([C:4]1[CH:9]=[CH:8][C:7]([C:10]2[S:11][CH:12]=[CH:13][CH:14]=2)=[CH:6][C:5]=1[NH:15][C:16](=[O:24])[O:17][CH2:18][CH:19]1[CH2:22][N:21]([CH3:23])[CH2:20]1)([O-])=O. The catalyst is CO.[Pd]. The product is [NH2:1][C:4]1[CH:9]=[CH:8][C:7]([C:10]2[S:11][CH:12]=[CH:13][CH:14]=2)=[CH:6][C:5]=1[NH:15][C:16](=[O:24])[O:17][CH2:18][CH:19]1[CH2:22][N:21]([CH3:23])[CH2:20]1. The yield is 0.620. (6) The reactants are C=O.[Cl-].[Mg+2].[Cl-].[Br:6][C:7]1[CH:12]=[C:11]([S:13][CH3:14])[CH:10]=[CH:9][C:8]=1[OH:15].C[CH2:17][O:18]CC. The catalyst is C1COCC1. The product is [Br:6][C:7]1[C:8]([OH:15])=[C:9]([CH:10]=[C:11]([S:13][CH3:14])[CH:12]=1)[CH:17]=[O:18]. The yield is 0.610. (7) The reactants are [C:1]([CH2:3][C:4]1([N:18]2[CH:22]=[C:21]([C:23]3[C:24]4[CH:31]=[CH:30][N:29]([CH2:32][O:33][CH2:34][CH2:35][Si:36]([CH3:39])([CH3:38])[CH3:37])[C:25]=4[N:26]=[CH:27][N:28]=3)[CH:20]=[N:19]2)[CH2:7][N:6]([C:8]2[N:9]=[CH:10][C:11]([C:14]([O:16]C)=[O:15])=[N:12][CH:13]=2)[CH2:5]1)#[N:2].O.[OH-].[Li+].Cl. The catalyst is CO.O. The product is [C:1]([CH2:3][C:4]1([N:18]2[CH:22]=[C:21]([C:23]3[C:24]4[CH:31]=[CH:30][N:29]([CH2:32][O:33][CH2:34][CH2:35][Si:36]([CH3:37])([CH3:39])[CH3:38])[C:25]=4[N:26]=[CH:27][N:28]=3)[CH:20]=[N:19]2)[CH2:7][N:6]([C:8]2[N:9]=[CH:10][C:11]([C:14]([OH:16])=[O:15])=[N:12][CH:13]=2)[CH2:5]1)#[N:2]. The yield is 0.830.